From a dataset of Full USPTO retrosynthesis dataset with 1.9M reactions from patents (1976-2016). Predict the reactants needed to synthesize the given product. (1) Given the product [F:40][C:36]1[CH:37]=[CH:38][CH:39]=[C:10]([F:9])[C:11]=1[C:12]([NH:14][C:15]1[S:16][C:17]([C:26]2[CH:31]=[CH:30][CH:29]=[C:28]([C:32]([F:35])([F:34])[F:33])[CH:27]=2)=[C:18]([C:2]2[CH:7]=[CH:6][CH:5]=[C:4]([CH3:8])[N:3]=2)[N:19]=1)=[O:13], predict the reactants needed to synthesize it. The reactants are: Br[C:2]1[CH:7]=[CH:6][CH:5]=[C:4]([CH3:8])[N:3]=1.[F:9][C:10]1[CH:39]=[CH:38][CH:37]=[C:36]([F:40])[C:11]=1[C:12]([NH:14][C:15]1[S:16][C:17]([C:26]2[CH:31]=[CH:30][CH:29]=[C:28]([C:32]([F:35])([F:34])[F:33])[CH:27]=2)=[C:18](C2C=CC=CN=2)[N:19]=1)=[O:13]. (2) Given the product [CH3:14][O:13][C:7]1[CH:6]=[C:5]([CH:3]([CH3:4])[CH:2]=[O:1])[CH:12]=[CH:11][C:8]=1[C:9]#[N:10], predict the reactants needed to synthesize it. The reactants are: [OH:1][CH2:2][CH:3]([C:5]1[CH:12]=[CH:11][C:8]([C:9]#[N:10])=[C:7]([O:13][CH3:14])[CH:6]=1)[CH3:4].CC(OI1(OC(C)=O)(OC(C)=O)OC(=O)C2C=CC=CC1=2)=O. (3) Given the product [CH3:22][O:21][C:18]1[CH:19]=[C:20]2[C:15](=[CH:16][C:17]=1[O:23][CH2:24][CH2:25][O:26][CH3:27])[N:14]=[CH:13][N:12]=[C:11]2[NH:10][C:6]1[C:7]([CH:8]=[C:2]([N:29]([C:30]2[CH:35]=[CH:34][C:33]([O:36][CH3:37])=[CH:32][CH:31]=2)[CH3:28])[C:3](=[O:4])[CH:5]=1)=[O:9], predict the reactants needed to synthesize it. The reactants are: Cl[C:2]1[C:3]([CH:5]=[C:6]([NH:10][C:11]2[C:20]3[C:15](=[CH:16][C:17]([O:23][CH2:24][CH2:25][O:26][CH3:27])=[C:18]([O:21][CH3:22])[CH:19]=3)[N:14]=[CH:13][N:12]=2)[C:7](=[O:9])[CH:8]=1)=[O:4].[CH3:28][NH:29][C:30]1[CH:35]=[CH:34][C:33]([O:36][CH3:37])=[CH:32][CH:31]=1. (4) Given the product [NH2:1][C:2]1[N:7]=[C:6]([C:8]2[C:9]([C:19]3[C:20]([F:40])=[C:21]([N:25]([CH2:37][O:38][CH3:39])[S:26]([C:29]4[CH:34]=[C:33]([F:35])[CH:32]=[CH:31][C:30]=4[F:36])(=[O:27])=[O:28])[CH:22]=[CH:23][CH:24]=3)=[N:10][NH:11][CH:12]=2)[CH:5]=[CH:4][N:3]=1, predict the reactants needed to synthesize it. The reactants are: [NH2:1][C:2]1[N:7]=[C:6]([C:8]2[C:9]([C:19]3[C:20]([F:40])=[C:21]([N:25]([CH2:37][O:38][CH3:39])[S:26]([C:29]4[CH:34]=[C:33]([F:35])[CH:32]=[CH:31][C:30]=4[F:36])(=[O:28])=[O:27])[CH:22]=[CH:23][CH:24]=3)=[N:10][N:11](C3CCCCO3)[CH:12]=2)[CH:5]=[CH:4][N:3]=1.O.C1(C)C=CC(S(O)(=O)=O)=CC=1.